From a dataset of Forward reaction prediction with 1.9M reactions from USPTO patents (1976-2016). Predict the product of the given reaction. (1) Given the reactants Cl.[CH2:2]([O:9][C:10]1[CH:16]=[CH:15][C:13]([NH2:14])=[CH:12][CH:11]=1)[C:3]1[CH:8]=[CH:7][CH:6]=[CH:5][CH:4]=1.C(N(CC)CC)C.[CH2:24]1[O:26][CH2:25]1.[C:27](O)(=[O:29])[CH3:28], predict the reaction product. The product is: [CH2:2]([O:9][C:10]1[CH:11]=[CH:12][C:13]([N:14]([CH2:25][CH2:24][OH:26])[CH2:28][CH2:27][OH:29])=[CH:15][CH:16]=1)[C:3]1[CH:4]=[CH:5][CH:6]=[CH:7][CH:8]=1. (2) Given the reactants IC1C=CC(C2NC([C@@H](N3C(=O)[C@@H](CCC(O)=O)NC3=O)C(C)C)=NC=2)=CC=1.C1(C[C@H]2NC(=O)N([C@H](C3NC(C4C=CC(I)=CC=4F)=C(C)N=3)[C@H](C3C=CC=CC=3)C)C2=O)CC1.N[C@H](C1C=CC(OC[C@@H](O)CO)=CC=1)C(N[C@H](C1NC(C2C=CC(I)=CC=2F)=C(Cl)N=1)[C@H](C1C=CC=CC=1)C)=O.[C:103]([O:107][C:108]([NH:110][C@H:111]([C:115]1[CH:120]=[CH:119][C:118]([O:121][CH2:122][C@H:123]2[CH2:127][O:126][C:125]([CH3:129])([CH3:128])[O:124]2)=[CH:117][CH:116]=1)[C:112]([OH:114])=[O:113])=[O:109])([CH3:106])([CH3:105])[CH3:104].CC1(C)O[C@H](CO)CO1, predict the reaction product. The product is: [C:103]([O:107][C:108]([NH:110][C@H:111]([C:115]1[CH:120]=[CH:119][C:118]([O:121][CH2:122][C@@H:123]2[CH2:127][O:126][C:125]([CH3:129])([CH3:128])[O:124]2)=[CH:117][CH:116]=1)[C:112]([OH:114])=[O:113])=[O:109])([CH3:106])([CH3:104])[CH3:105]. (3) Given the reactants [CH2:1]([O:3][C@@H:4]([CH2:9][C:10]1[CH:15]=[CH:14][C:13]([C:16]2[CH:21]=[CH:20][CH:19]=[C:18]([CH2:22][N:23]([CH3:33])[C:24](=[O:32])[CH2:25][CH2:26][CH2:27][CH2:28][CH2:29][CH2:30][CH3:31])[CH:17]=2)=[CH:12][CH:11]=1)[C:5]([O:7]C)=[O:6])[CH3:2].O.[OH-].[Li+], predict the reaction product. The product is: [CH2:1]([O:3][C@@H:4]([CH2:9][C:10]1[CH:15]=[CH:14][C:13]([C:16]2[CH:21]=[CH:20][CH:19]=[C:18]([CH2:22][N:23]([CH3:33])[C:24](=[O:32])[CH2:25][CH2:26][CH2:27][CH2:28][CH2:29][CH2:30][CH3:31])[CH:17]=2)=[CH:12][CH:11]=1)[C:5]([OH:7])=[O:6])[CH3:2].